From a dataset of Catalyst prediction with 721,799 reactions and 888 catalyst types from USPTO. Predict which catalyst facilitates the given reaction. (1) Reactant: [Cl:1][C:2]1[C:10]([CH3:11])=[CH:9][CH:8]=[CH:7][C:3]=1[C:4]([OH:6])=O.C1C=C[C:15]2N(O)N=[N:18][C:16]=2[CH:17]=1.CCN=C=NCCCN(C)C.Cl.C1(N)CC1.CCN(C(C)C)C(C)C. Product: [Cl:1][C:2]1[C:10]([CH3:11])=[CH:9][CH:8]=[CH:7][C:3]=1[C:4]([NH:18][CH:16]1[CH2:17][CH2:15]1)=[O:6]. The catalyst class is: 3. (2) The catalyst class is: 9. Reactant: [NH2:1][CH2:2][C:3]1[CH:4]=[CH:5][C:6]([O:10][CH2:11][CH2:12][CH3:13])=[C:7]([OH:9])[CH:8]=1.C(N(CC)CC)C.[Br:21][C:22]1[CH:23]=[C:24]2[C:29](=[CH:30][CH:31]=1)[C:28](=[O:32])[NH:27][C:26](=[O:33])/[C:25]/2=[CH:34]/OC.O. Product: [Br:21][C:22]1[CH:23]=[C:24]2[C:29](=[CH:30][CH:31]=1)[C:28](=[O:32])[NH:27][C:26](=[O:33])/[C:25]/2=[CH:34]\[NH:1][CH2:2][C:3]1[CH:4]=[CH:5][C:6]([O:10][CH2:11][CH2:12][CH3:13])=[C:7]([OH:9])[CH:8]=1.